From a dataset of Full USPTO retrosynthesis dataset with 1.9M reactions from patents (1976-2016). Predict the reactants needed to synthesize the given product. (1) Given the product [Cl:1][C:2]1[CH:7]=[C:6]([CH2:8][CH3:9])[N:5]=[C:4]([N:10]([C:12]([O:14][C:15]([CH3:18])([CH3:17])[CH3:16])=[O:11])[C:12]([O:14][C:15]([CH3:18])([CH3:17])[CH3:16])=[O:11])[CH:3]=1, predict the reactants needed to synthesize it. The reactants are: [Cl:1][C:2]1[CH:7]=[C:6]([CH2:8][CH3:9])[N:5]=[C:4]([NH2:10])[CH:3]=1.[O:11](C(OC(C)(C)C)=O)[C:12]([O:14][C:15]([CH3:18])([CH3:17])[CH3:16])=O. (2) Given the product [CH3:23][S:24][C:4]1[CH:12]=[C:11]2[C:7]([CH:8]=[CH:9][NH:10]2)=[CH:6][CH:5]=1, predict the reactants needed to synthesize it. The reactants are: [H-].[K+].Br[C:4]1[CH:12]=[C:11]2[C:7]([CH:8]=[CH:9][NH:10]2)=[CH:6][CH:5]=1.C([Li])(C)(C)C.CCCCC.[CH3:23][S:24]SC. (3) Given the product [Br:33][C:11]1[C:10]2[O:9][C:7]([C:6]3[CH:34]=[CH:35][C:3]([O:2][CH3:1])=[C:4]([C:36]([F:37])([F:39])[F:38])[CH:5]=3)=[N:16][C:15]=2[CH:14]=[C:13]([O:31][CH3:32])[CH:12]=1, predict the reactants needed to synthesize it. The reactants are: [CH3:1][O:2][C:3]1[CH:35]=[CH:34][C:6]([C:7]([O:9][C:10]2[C:15]([NH:16]C(=O)C3C=CC(OC)=C(C(F)(F)F)C=3)=[CH:14][C:13]([O:31][CH3:32])=[CH:12][C:11]=2[Br:33])=O)=[CH:5][C:4]=1[C:36]([F:39])([F:38])[F:37].O.C1(C)C(S(O)(=O)=O)=CC=CC=1. (4) Given the product [CH3:15][C:14]1[C:13](=[O:16])[C:12]2[C:7](=[CH:8][CH:9]=[CH:10][CH:11]=2)[NH:6][C:5]=1[CH2:4][NH:3][C:17](=[O:24])[CH2:18][CH2:19][CH2:20][CH2:21][CH2:22][CH3:23], predict the reactants needed to synthesize it. The reactants are: Cl.Cl.[NH2:3][CH2:4][C:5]1[NH:6][C:7]2[C:12]([C:13](=[O:16])[C:14]=1[CH3:15])=[CH:11][CH:10]=[CH:9][CH:8]=2.[C:17](Cl)(=[O:24])[CH2:18][CH2:19][CH2:20][CH2:21][CH2:22][CH3:23]. (5) Given the product [O-:2][N+:3]1[C:8]2[CH:9]=[CH:10][CH:11]=[CH:12][C:7]=2[N+:6]([O-:13])=[C:5]([NH:14][CH2:15][CH2:16][N:17]([CH3:27])[CH2:18][CH2:19][NH:20][C:21]([C:22]2[CH:36]=[CH:37][CH:38]=[C:39]3[C:44]=2[N:43]=[C:42]([C:45]2[CH:50]=[CH:49][N:48]=[CH:47][CH:46]=2)[CH:41]=[CH:40]3)=[O:26])[N:4]=1, predict the reactants needed to synthesize it. The reactants are: N.[O-:2][N+:3]1[C:8]2[CH:9]=[CH:10][CH:11]=[CH:12][C:7]=2[N+:6]([O-:13])=[C:5]([NH:14][CH2:15][CH2:16][N:17]([CH3:27])[CH2:18][CH2:19][NH:20][C:21](=[O:26])[C:22](F)(F)F)[N:4]=1.N1(C(C2[CH:36]=[CH:37][CH:38]=[C:39]3[C:44]=2[N:43]=[C:42]([C:45]2[CH:50]=[CH:49][N:48]=[CH:47][CH:46]=2)[CH:41]=[CH:40]3)=O)C=CN=C1. (6) Given the product [C:6]([CH2:8][CH2:9][O:10][C:11]([N:13]1[C:22]2[C:17](=[N:18][C:19]([O:23][CH3:24])=[CH:20][CH:21]=2)[C@@H:16]([NH:25][C:26]2[N:31]=[C:30]([CH2:32][C:33]3[CH:34]=[C:35]([C:43]([F:44])([F:46])[F:45])[CH:36]=[C:37]([C:39]([F:41])([F:40])[F:42])[CH:38]=3)[C:29]([N:47]3[CH2:52][CH2:51][O:50][CH2:49][CH2:48]3)=[CH:28][N:27]=2)[CH2:15][C@H:14]1[CH2:53][CH3:54])=[O:12])([OH:7])=[O:5], predict the reactants needed to synthesize it. The reactants are: C([O:5][C:6]([CH2:8][CH2:9][O:10][C:11]([N:13]1[C:22]2[C:17](=[N:18][C:19]([O:23][CH3:24])=[CH:20][CH:21]=2)[C@@H:16]([NH:25][C:26]2[N:31]=[C:30]([CH2:32][C:33]3[CH:38]=[C:37]([C:39]([F:42])([F:41])[F:40])[CH:36]=[C:35]([C:43]([F:46])([F:45])[F:44])[CH:34]=3)[C:29]([N:47]3[CH2:52][CH2:51][O:50][CH2:49][CH2:48]3)=[CH:28][N:27]=2)[CH2:15][C@H:14]1[CH2:53][CH3:54])=[O:12])=[O:7])(C)(C)C.Cl.C(OCC)(=O)C. (7) Given the product [NH2:4][C:5]1[S:6][CH:7]=[C:8]([CH2:10][O:11][C:12]2[CH:17]=[CH:16][C:15]([NH:18][C:19]([C:21]3[C:22]([C:27]4[CH:28]=[CH:29][C:30]([C:33]([F:36])([F:34])[F:35])=[CH:31][CH:32]=4)=[CH:23][CH:24]=[CH:25][CH:26]=3)=[O:20])=[CH:14][CH:13]=2)[N:9]=1, predict the reactants needed to synthesize it. The reactants are: C([NH:4][C:5]1[S:6][CH:7]=[C:8]([CH2:10][O:11][C:12]2[CH:17]=[CH:16][C:15]([NH:18][C:19]([C:21]3[C:22]([C:27]4[CH:32]=[CH:31][C:30]([C:33]([F:36])([F:35])[F:34])=[CH:29][CH:28]=4)=[CH:23][CH:24]=[CH:25][CH:26]=3)=[O:20])=[CH:14][CH:13]=2)[N:9]=1)(=O)C.Cl. (8) Given the product [NH2:14][C:9]1[CH:10]=[CH:11][CH:12]=[C:13]2[C:8]=1[C:7](=[O:17])[C:6]1([NH:18][C:19]([C:21]3[C:29]4[C:24](=[CH:25][CH:26]=[CH:27][CH:28]=4)[NH:23][N:22]=3)=[O:20])[C:5]3[CH:30]=[CH:31][C:32]([CH:34]([CH3:36])[CH3:35])=[CH:33][C:4]=3[O:3][C:2]12[OH:1], predict the reactants needed to synthesize it. The reactants are: [OH:1][C:2]12[C:13]3[C:8](=[C:9]([N+:14]([O-])=O)[CH:10]=[CH:11][CH:12]=3)[C:7](=[O:17])[C:6]1([NH:18][C:19]([C:21]1[C:29]3[C:24](=[CH:25][CH:26]=[CH:27][CH:28]=3)[NH:23][N:22]=1)=[O:20])[C:5]1[CH:30]=[CH:31][C:32]([CH:34]([CH3:36])[CH3:35])=[CH:33][C:4]=1[O:3]2.O.